This data is from Catalyst prediction with 721,799 reactions and 888 catalyst types from USPTO. The task is: Predict which catalyst facilitates the given reaction. (1) Reactant: [C:1]([O:5][C:6](=[O:34])[C@@H:7]([NH:18][C:19](=[O:33])[C@@H:20]([NH:22]C(OCC1C=CC=CC=1)=O)[CH3:21])[CH2:8][C:9]1[C:17]2[C:12](=[CH:13][CH:14]=[CH:15][CH:16]=2)[NH:11][CH:10]=1)([CH3:4])([CH3:3])[CH3:2]. Product: [C:1]([O:5][C:6](=[O:34])[C@@H:7]([NH:18][C:19](=[O:33])[C@@H:20]([NH2:22])[CH3:21])[CH2:8][C:9]1[C:17]2[C:12](=[CH:13][CH:14]=[CH:15][CH:16]=2)[NH:11][CH:10]=1)([CH3:2])([CH3:3])[CH3:4]. The catalyst class is: 105. (2) Reactant: Br[C:2]1[N:7]=[C:6]([CH:8]([O:12][C:13]2[CH:18]=[CH:17][C:16]([O:19][CH2:20][C:21]([O:23]CC)=[O:22])=[C:15]([CH3:26])[CH:14]=2)[CH2:9][CH2:10][CH3:11])[CH:5]=[CH:4][CH:3]=1.C1([C:33]2[CH:38]=[C:37]([C:39]([F:42])([F:41])[F:40])[CH:36]=[CH:35][C:34]=2B(O)O)C=CC=CC=1.C([O-])([O-])=O.[Na+].[Na+]. Product: [CH3:26][C:15]1[CH:14]=[C:13]([O:12][CH:8]([C:6]2[CH:5]=[CH:4][CH:3]=[C:2]([C:34]3[CH:33]=[CH:38][C:37]([C:39]([F:42])([F:41])[F:40])=[CH:36][CH:35]=3)[N:7]=2)[CH2:9][CH2:10][CH3:11])[CH:18]=[CH:17][C:16]=1[O:19][CH2:20][C:21]([OH:23])=[O:22]. The catalyst class is: 108. (3) The catalyst class is: 15. Product: [C:20]([N:18]1[CH:19]=[C:15]([C:13]2[NH:28][C:4](=[O:3])[C:6]3[N:7]([CH:8]=[C:9]([CH3:11])[CH:10]=3)[CH:12]=2)[CH:16]=[N:17]1)([CH3:23])([CH3:22])[CH3:21]. Reactant: C([O:3][C:4]([C:6]1[N:7]([CH2:12][C:13]([C:15]2[CH:16]=[N:17][N:18]([C:20]([CH3:23])([CH3:22])[CH3:21])[CH:19]=2)=O)[CH:8]=[C:9]([CH3:11])[CH:10]=1)=O)C.C([O-])(=O)C.[NH4+:28].O. (4) Reactant: C(OC(=O)[NH:7][C:8]1[CH:13]=[C:12]([CH3:14])[C:11]([C:15]([F:18])([F:17])[F:16])=[CH:10][C:9]=1[NH:19][C:20](=[O:38])[CH2:21][C:22]([C:24]1[CH:29]=[CH:28][CH:27]=[C:26]([C:30]2[CH:35]=[CH:34][N:33]=[C:32]([C:36]#[N:37])[CH:31]=2)[CH:25]=1)=O)(C)(C)C.C(O)(C(F)(F)F)=O. Product: [CH3:14][C:12]1[C:11]([C:15]([F:17])([F:16])[F:18])=[CH:10][C:9]2[NH:19][C:20](=[O:38])[CH2:21][C:22]([C:24]3[CH:25]=[C:26]([C:30]4[CH:35]=[CH:34][N:33]=[C:32]([C:36]#[N:37])[CH:31]=4)[CH:27]=[CH:28][CH:29]=3)=[N:7][C:8]=2[CH:13]=1. The catalyst class is: 2. (5) Reactant: N[C:2]1([CH3:19])[N:13]2[C:14]3[C:9]([C:10](=[O:16])[NH:11][C:12]2=[O:15])=[CH:8][C:7]([F:17])=[C:6](F)[C:5]=3[CH2:4][CH2:3]1.[C:20]([O:24][C:25](=[O:32])[NH:26][C@H:27]1[CH2:31][CH2:30][NH:29][CH2:28]1)([CH3:23])([CH3:22])[CH3:21].C([N:35](CC)CC)C.CS(C)=O. Product: [C:20]([O:24][C:25](=[O:32])[NH:26][C@H:27]1[CH2:31][CH2:30][N:29]([C:6]2[C:5]3[CH2:4][CH2:3][CH:2]([CH3:19])[N:13]4[C:14]=3[C:9]([C:10](=[O:16])[N:11]([NH2:35])[C:12]4=[O:15])=[CH:8][C:7]=2[F:17])[CH2:28]1)([CH3:23])([CH3:21])[CH3:22]. The catalyst class is: 6. (6) Reactant: [Cl:1][C:2]1[CH:11]=[C:10]2[C:5]([CH:6]=[CH:7][C:8](/[CH:12]=[CH:13]/[C:14]3[CH:15]=[C:16]([C@H:20]([S:33][CH2:34][C:35]4([CH2:38][OH:39])[CH2:37][CH2:36]4)[CH2:21][CH2:22][C:23]4[CH:28]=[CH:27][CH:26]=[CH:25][C:24]=4[C:29]([OH:32])([CH3:31])[CH3:30])[CH:17]=[CH:18][CH:19]=3)=[N:9]2)=[CH:4][CH:3]=1.O.[C:41]([OH:53])(=[O:52])[CH2:42][C:43]([CH2:48][C:49]([OH:51])=[O:50])([C:45]([OH:47])=[O:46])[OH:44]. Product: [C:41]([OH:53])(=[O:52])[CH2:42][C:43]([CH2:48][C:49]([OH:51])=[O:50])([C:45]([OH:47])=[O:46])[OH:44].[Cl:1][C:2]1[CH:11]=[C:10]2[C:5]([CH:6]=[CH:7][C:8](/[CH:12]=[CH:13]/[C:14]3[CH:15]=[C:16]([C@H:20]([S:33][CH2:34][C:35]4([CH2:38][OH:39])[CH2:36][CH2:37]4)[CH2:21][CH2:22][C:23]4[CH:28]=[CH:27][CH:26]=[CH:25][C:24]=4[C:29]([OH:32])([CH3:31])[CH3:30])[CH:17]=[CH:18][CH:19]=3)=[N:9]2)=[CH:4][CH:3]=1. The catalyst class is: 11. (7) Reactant: [F:1][C:2]1[CH:7]=[CH:6][C:5]([N:8]2[C:12]([CH:13]([CH3:15])[CH3:14])=[C:11]([NH2:16])[CH:10]=[N:9]2)=[CH:4][CH:3]=1.[Br:17][CH:18]1[CH2:22][CH2:21][O:20][C:19]1=[O:23].C[Al](C)C. Product: [Br:17][CH:18]([CH2:22][CH2:21][OH:20])[C:19]([NH:16][C:11]1[CH:10]=[N:9][N:8]([C:5]2[CH:4]=[CH:3][C:2]([F:1])=[CH:7][CH:6]=2)[C:12]=1[CH:13]([CH3:14])[CH3:15])=[O:23]. The catalyst class is: 26.